Dataset: Forward reaction prediction with 1.9M reactions from USPTO patents (1976-2016). Task: Predict the product of the given reaction. (1) Given the reactants Cl.[N+:2]([C:5]1[CH:12]=[CH:11][CH:10]=[C:9]([O:13][CH2:14][C@H:15]2[CH2:20][CH2:19][CH2:18][NH:17][CH2:16]2)[C:6]=1[C:7]#[N:8])([O-:4])=[O:3].C(N(CC)CC)C.[C:28](O)(=[O:32])[CH2:29][CH2:30][CH3:31].CCN=C=NCCCN(C)C.C1C=CC2N(O)N=NC=2C=1, predict the reaction product. The product is: [C:28]([N:17]1[CH2:18][CH2:19][CH2:20][C@H:15]([CH2:14][O:13][C:9]2[CH:10]=[CH:11][CH:12]=[C:5]([N+:2]([O-:4])=[O:3])[C:6]=2[C:7]#[N:8])[CH2:16]1)(=[O:32])[CH2:29][CH2:30][CH3:31]. (2) Given the reactants [N:1]([C:4]1[CH:11]=[CH:10][C:7]([C:8]#[N:9])=[C:6]([C:12]([F:15])([F:14])[F:13])[CH:5]=1)=[C:2]=[S:3].[CH3:16][C:17]1[CH:22]=[CH:21][C:20]([NH:23][C:24]2([C:28]#N)[CH2:27][CH2:26][CH2:25]2)=[CH:19][CH:18]=1.C[OH:31].Cl, predict the reaction product. The product is: [O:31]=[C:28]1[C:24]2([CH2:27][CH2:26][CH2:25]2)[N:23]([C:20]2[CH:21]=[CH:22][C:17]([CH3:16])=[CH:18][CH:19]=2)[C:2](=[S:3])[N:1]1[C:4]1[CH:11]=[CH:10][C:7]([C:8]#[N:9])=[C:6]([C:12]([F:13])([F:15])[F:14])[CH:5]=1. (3) Given the reactants Br[C:2]1[CH:3]=[C:4]([C:8]([N:10]=[S@:11]([CH2:19][CH2:20][CH2:21][CH2:22][C:23]([O:25][CH3:26])=[O:24])([C:13]2[CH:18]=[CH:17][CH:16]=[CH:15][CH:14]=2)=[O:12])=[O:9])[CH:5]=[N:6][CH:7]=1.[C:27]([C:29]1[CH:30]=[C:31]([NH:35][C:36]([C:38]2[N:42]([CH3:43])[N:41]=[C:40]([CH3:44])[CH:39]=2)=[O:37])[CH:32]=[CH:33][CH:34]=1)#[CH:28].C(N(CC)CC)C.C1(P(C2C=CC=CC=2)C2C=CC=CC=2)C=CC=CC=1, predict the reaction product. The product is: [CH3:43][N:42]1[C:38]([C:36]([NH:35][C:31]2[CH:30]=[C:29]([C:27]#[C:28][C:2]3[CH:3]=[C:4]([C:8]([N:10]=[S@:11]([CH2:19][CH2:20][CH2:21][CH2:22][C:23]([O:25][CH3:26])=[O:24])([C:13]4[CH:18]=[CH:17][CH:16]=[CH:15][CH:14]=4)=[O:12])=[O:9])[CH:5]=[N:6][CH:7]=3)[CH:34]=[CH:33][CH:32]=2)=[O:37])=[CH:39][C:40]([CH3:44])=[N:41]1. (4) Given the reactants [F:1][C:2]1[CH:7]=[C:6]([N+:8]([O-:10])=[O:9])[C:5]([O:11][C:12]2[CH:17]=[CH:16][CH:15]=[CH:14][C:13]=2[OH:18])=[CH:4][C:3]=1[NH:19][C:20](=[O:22])[CH3:21].C(=O)([O-])[O-].[K+].[K+].Br[CH2:30][C:31]([O:33][CH3:34])=[O:32].O, predict the reaction product. The product is: [C:20]([NH:19][C:3]1[C:2]([F:1])=[CH:7][C:6]([N+:8]([O-:10])=[O:9])=[C:5]([CH:4]=1)[O:11][C:12]1[CH:17]=[CH:16][CH:15]=[CH:14][C:13]=1[O:18][CH2:30][C:31]([O:33][CH3:34])=[O:32])(=[O:22])[CH3:21]. (5) Given the reactants [H-].[Na+].[OH:3][C@H:4]1[C@H:9]([C:10]2[CH:15]=[CH:14][C:13]([O:16][CH3:17])=[CH:12][CH:11]=2)[C@@H:8]([O:18][CH2:19][C:20]2[CH:21]=[CH:22][C:23]3[O:28][CH2:27][C:26](=[O:29])[N:25]([CH2:30][CH2:31][CH2:32][O:33][CH3:34])[C:24]=3[CH:35]=2)[CH2:7][N:6]([C:36]([O:38][CH2:39][C:40]2[CH:45]=[CH:44][CH:43]=[CH:42][CH:41]=2)=[O:37])[CH2:5]1.Br[CH2:47][CH:48]=[C:49]1[CH2:54][CH2:53][O:52][CH2:51][CH2:50]1, predict the reaction product. The product is: [CH3:17][O:16][C:13]1[CH:12]=[CH:11][C:10]([C@H:9]2[C@H:4]([O:3][CH2:47][CH:48]=[C:49]3[CH2:54][CH2:53][O:52][CH2:51][CH2:50]3)[CH2:5][N:6]([C:36]([O:38][CH2:39][C:40]3[CH:41]=[CH:42][CH:43]=[CH:44][CH:45]=3)=[O:37])[CH2:7][C@@H:8]2[O:18][CH2:19][C:20]2[CH:21]=[CH:22][C:23]3[O:28][CH2:27][C:26](=[O:29])[N:25]([CH2:30][CH2:31][CH2:32][O:33][CH3:34])[C:24]=3[CH:35]=2)=[CH:15][CH:14]=1. (6) The product is: [CH3:28][O:27][CH:3]([O:2][CH3:1])[CH2:4][N:5]1[C:9]2[N:10]=[C:11]([C:20]3[CH:26]=[CH:25][C:23]([NH:24][C:37]([NH:36][C:33]4[CH:34]=[CH:35][C:30]([CH3:29])=[CH:31][CH:32]=4)=[O:38])=[CH:22][CH:21]=3)[N:12]=[C:13]([N:14]3[CH2:15][CH2:16][O:17][CH2:18][CH2:19]3)[C:8]=2[N:7]=[N:6]1. Given the reactants [CH3:1][O:2][CH:3]([O:27][CH3:28])[CH2:4][N:5]1[C:9]2[N:10]=[C:11]([C:20]3[CH:26]=[CH:25][C:23]([NH2:24])=[CH:22][CH:21]=3)[N:12]=[C:13]([N:14]3[CH2:19][CH2:18][O:17][CH2:16][CH2:15]3)[C:8]=2[N:7]=[N:6]1.[CH3:29][C:30]1[CH:35]=[CH:34][C:33]([N:36]=[C:37]=[O:38])=[CH:32][CH:31]=1, predict the reaction product.